From a dataset of Forward reaction prediction with 1.9M reactions from USPTO patents (1976-2016). Predict the product of the given reaction. (1) Given the reactants [CH2:1]([C:8]1[C:20](=[O:21])[N:19]([CH:22]2[CH2:26][CH2:25][CH2:24][CH2:23]2)[C:11]2[N:12]=[C:13](S(C)=O)[N:14]=[CH:15][C:10]=2[CH:9]=1)[C:2]1[CH:7]=[CH:6][CH:5]=[CH:4][CH:3]=1.[C:27]([O:31][C:32]([N:34]1[CH2:39][CH2:38][N:37]([C:40]2[CH:41]=[N:42][C:43]([NH2:46])=[CH:44][CH:45]=2)[CH2:36][CH2:35]1)=[O:33])([CH3:30])([CH3:29])[CH3:28], predict the reaction product. The product is: [C:27]([O:31][C:32]([N:34]1[CH2:39][CH2:38][N:37]([C:40]2[CH:41]=[N:42][C:43]([NH:46][C:13]3[N:14]=[CH:15][C:10]4[CH:9]=[C:8]([CH2:1][C:2]5[CH:7]=[CH:6][CH:5]=[CH:4][CH:3]=5)[C:20](=[O:21])[N:19]([CH:22]5[CH2:26][CH2:25][CH2:24][CH2:23]5)[C:11]=4[N:12]=3)=[CH:44][CH:45]=2)[CH2:36][CH2:35]1)=[O:33])([CH3:30])([CH3:28])[CH3:29]. (2) Given the reactants [H-].[Na+].[CH2:3]([OH:6])[C:4]#[CH:5].Br[CH2:8][CH2:9][O:10][CH2:11][CH2:12][O:13][CH3:14], predict the reaction product. The product is: [CH3:14][O:13][CH2:12][CH2:11][O:10][CH2:9][CH2:8][O:6][CH2:3][C:4]#[CH:5]. (3) Given the reactants CCN(C(C)C)C(C)C.CN(C(ON1N=NC2C=CC=NC1=2)=[N+](C)C)C.F[P-](F)(F)(F)(F)F.[N:34]1([C:40](=[O:42])[CH3:41])[CH2:39][CH2:38][NH:37][CH2:36][CH2:35]1.[Cl:43][C:44]1[CH:52]=[C:51]2[C:47]([C:48]([N:62]([CH2:69][C:70](O)=[O:71])[CH:63]3[CH2:68][CH2:67][CH2:66][CH2:65][CH2:64]3)([CH2:54][C:55]3[CH:60]=[CH:59][CH:58]=[C:57]([Cl:61])[CH:56]=3)[C:49](=[O:53])[NH:50]2)=[CH:46][CH:45]=1, predict the reaction product. The product is: [C:40]([N:34]1[CH2:39][CH2:38][N:37]([C:70](=[O:71])[CH2:69][N:62]([CH:63]2[CH2:68][CH2:67][CH2:66][CH2:65][CH2:64]2)[C:48]2([CH2:54][C:55]3[CH:60]=[CH:59][CH:58]=[C:57]([Cl:61])[CH:56]=3)[C:47]3[C:51](=[CH:52][C:44]([Cl:43])=[CH:45][CH:46]=3)[NH:50][C:49]2=[O:53])[CH2:36][CH2:35]1)(=[O:42])[CH3:41]. (4) Given the reactants [C:1]([O:5][C:6]([N:8]1[CH2:13][CH2:12][CH:11]([C:14]([NH:16][C:17]2[CH:32]=[CH:31][C:30](I)=[CH:29][C:18]=2[C:19]([NH:21][C:22]2[CH:27]=[CH:26][C:25]([Cl:28])=[CH:24][N:23]=2)=[O:20])=[O:15])[CH2:10][CH2:9]1)=[O:7])([CH3:4])([CH3:3])[CH3:2].C(N(CC)CC)C.[OH2:41].CN(C)[CH:44]=[O:45], predict the reaction product. The product is: [C:1]([O:5][C:6]([N:8]1[CH2:13][CH2:12][CH:11]([C:14]([NH:16][C:17]2[CH:32]=[CH:31][C:30]([C:44]([OH:45])=[O:41])=[CH:29][C:18]=2[C:19]([NH:21][C:22]2[CH:27]=[CH:26][C:25]([Cl:28])=[CH:24][N:23]=2)=[O:20])=[O:15])[CH2:10][CH2:9]1)=[O:7])([CH3:4])([CH3:3])[CH3:2]. (5) Given the reactants [CH2:1]([O:8][C:9]1[C:24]([O:25][CH2:26][C:27]2[CH:32]=[CH:31][CH:30]=[CH:29][CH:28]=2)=[C:23]([C:33]([O:35]CC2C=CC=CC=2)=[O:34])[CH:22]=[CH:21][C:10]=1[C:11]([O:13]CC1C=CC=CC=1)=[O:12])[C:2]1[CH:7]=[CH:6][CH:5]=[CH:4][CH:3]=1.CCO.O1CCOCC1.[Li+].[OH-], predict the reaction product. The product is: [CH2:1]([O:8][C:9]1[C:24]([O:25][CH2:26][C:27]2[CH:32]=[CH:31][CH:30]=[CH:29][CH:28]=2)=[C:23]([C:33]([OH:35])=[O:34])[CH:22]=[CH:21][C:10]=1[C:11]([OH:13])=[O:12])[C:2]1[CH:7]=[CH:6][CH:5]=[CH:4][CH:3]=1. (6) Given the reactants Br[C:2]1[CH:3]=[CH:4][C:5]([N:26]2[CH2:31][CH2:30][O:29][CH2:28][CH2:27]2)=[C:6]([CH:25]=1)[C:7]([N:9]1[CH2:14][CH2:13][N:12]([C:15]2[CH:20]=[CH:19][C:18]([C:21](=[O:23])[CH3:22])=[CH:17][C:16]=2[F:24])[CH2:11][CH2:10]1)=[O:8].[NH:32]1[CH:36]=[CH:35][N:34]=[CH:33]1.C(=O)([O-])[O-].[Cs+].[Cs+].N1C2C(=CC=C3C=2N=CC=C3)C=CC=1, predict the reaction product. The product is: [F:24][C:16]1[CH:17]=[C:18]([C:21](=[O:23])[CH3:22])[CH:19]=[CH:20][C:15]=1[N:12]1[CH2:13][CH2:14][N:9]([C:7](=[O:8])[C:6]2[CH:25]=[C:2]([N:32]3[CH:36]=[CH:35][N:34]=[CH:33]3)[CH:3]=[CH:4][C:5]=2[N:26]2[CH2:27][CH2:28][O:29][CH2:30][CH2:31]2)[CH2:10][CH2:11]1.